This data is from Reaction yield outcomes from USPTO patents with 853,638 reactions. The task is: Predict the reaction yield, written as a fraction of the theoretical maximum amount of product (1.0 means a 100% yield; for example, 0.34 means a 34% yield). (1) The reactants are C(OC([N:8]1[CH2:17][CH2:16][C:15]2[C:10](=[CH:11][CH:12]=[C:13]([O:20]C)[C:14]=2[CH:18]=[O:19])[CH2:9]1)=O)(C)(C)C.[ClH:22]. The catalyst is C(OCC)(=O)C. The product is [ClH:22].[OH:20][C:13]1[CH:12]=[CH:11][C:10]2[CH2:9][NH:8][CH2:17][CH2:16][C:15]=2[C:14]=1[CH:18]=[O:19]. The yield is 0.934. (2) The reactants are Cl.Cl.[CH:3]1([N:6]2[CH2:11][CH2:10][NH:9][CH2:8][CH2:7]2)[CH2:5][CH2:4]1.CO. The catalyst is O. The product is [CH:3]1([N:6]2[CH2:11][CH2:10][NH:9][CH2:8][CH2:7]2)[CH2:5][CH2:4]1. The yield is 0.840. (3) The reactants are [F:1][C:2]1[C:3](OC)=[CH:4][C:5]2[S:9][C:8]([C:10](=[C:13]([C:15]3O[CH:17]=[CH:18][CH:19]=3)O)[C:11]#[N:12])=N[C:6]=2[CH:20]=1.[C:23]1(P(C2C=CC=CC=2)C2C=CC=CC=2)C=CC=CC=1.ClC(C1OC=CC=1)=C(C1SC2C=C(OC)C(F)=CC=2N=1)C#N.[OH2:64].[NH2:65][NH2:66].Cl.[OH-:68].[NH4+:69]. The catalyst is ClCCl.C(Cl)(Cl)(Cl)Cl.CO. The product is [F:1][C:2]1[C:20]([O:68][CH3:23])=[CH:6][C:5]2[S:9][C:8]([C:10]3[C:13]([C:15]4[O:64][CH:17]=[CH:18][CH:19]=4)=[N:66][NH:65][C:11]=3[NH2:12])=[N:69][C:4]=2[CH:3]=1. The yield is 0.210. (4) The reactants are C([N:8]1[C:12]([NH:13][C:14]2[CH:19]=[CH:18][C:17]([O:20][Si:21]([C:24]([CH3:27])([CH3:26])[CH3:25])([CH3:23])[CH3:22])=[CH:16][CH:15]=2)=[CH:11][CH:10]=[N:9]1)C1C=CC=CC=1.C(O)(=O)C.C([O-])=O.[NH4+].C(OCC)(=O)C. The catalyst is C(O)C.[OH-].[Pd+2].[OH-]. The product is [Si:21]([O:20][C:17]1[CH:18]=[CH:19][C:14]([NH:13][C:12]2[NH:8][N:9]=[CH:10][CH:11]=2)=[CH:15][CH:16]=1)([C:24]([CH3:27])([CH3:26])[CH3:25])([CH3:22])[CH3:23]. The yield is 0.740. (5) The reactants are [C:1]1([S:7]([N:10]2[C:14]3=[N:15][CH:16]=[C:17]([Cl:19])[CH:18]=[C:13]3[C:12](I)=[CH:11]2)(=[O:9])=[O:8])[CH:6]=[CH:5][CH:4]=[CH:3][CH:2]=1.C([Mg]Cl)(C)C.[C:26]([O:30][C:31](=[O:41])[NH:32][C:33]1[S:34][C:35]([CH:39]=[O:40])=[C:36]([Cl:38])[N:37]=1)([CH3:29])([CH3:28])[CH3:27].[Cl-].[NH4+]. The catalyst is O1CCCC1. The product is [C:26]([O:30][C:31](=[O:41])[NH:32][C:33]1[S:34][C:35]([CH:39]([C:12]2[C:13]3[C:14](=[N:15][CH:16]=[C:17]([Cl:19])[CH:18]=3)[N:10]([S:7]([C:1]3[CH:6]=[CH:5][CH:4]=[CH:3][CH:2]=3)(=[O:9])=[O:8])[CH:11]=2)[OH:40])=[C:36]([Cl:38])[N:37]=1)([CH3:29])([CH3:27])[CH3:28]. The yield is 0.603. (6) The reactants are C(OC([NH:8][C:9]1[S:13][C:12]([C:14]2[C:19]([F:20])=[CH:18][CH:17]=[CH:16][C:15]=2[F:21])=[N:11][C:10]=1[C:22]([OH:24])=O)=O)(C)(C)C.[NH2:25][C:26]1[C:27]([N:35]2[CH2:40][C@H:39]([C:41]([F:44])([F:43])[F:42])[CH2:38][C@H:37]([NH:45]C(=O)OC(C)(C)C)[CH2:36]2)=[C:28]2[CH2:34][CH2:33][O:32][C:29]2=[N:30][CH:31]=1.CN(C(ON1N=NC2C=CC=NC1=2)=[N+](C)C)C.F[P-](F)(F)(F)(F)F.CCN(C(C)C)C(C)C. The catalyst is CN(C=O)C. The product is [NH2:8][C:9]1[S:13][C:12]([C:14]2[C:15]([F:21])=[CH:16][CH:17]=[CH:18][C:19]=2[F:20])=[N:11][C:10]=1[C:22]([NH:25][C:26]1[C:27]([N:35]2[CH2:40][C@H:39]([C:41]([F:44])([F:43])[F:42])[CH2:38][C@H:37]([NH2:45])[CH2:36]2)=[C:28]2[CH2:34][CH2:33][O:32][C:29]2=[N:30][CH:31]=1)=[O:24]. The yield is 0.130. (7) The reactants are [I:1][C:2]1[CH:3]=[N:4][NH:5][CH:6]=1.C([O-])([O-])=O.[Cs+].[Cs+].Br[CH2:14][CH2:15][CH2:16][O:17][CH:18]1[CH2:23][CH2:22][CH2:21][CH2:20][O:19]1.O. The catalyst is CC#N. The product is [I:1][C:2]1[CH:3]=[N:4][N:5]([CH2:14][CH2:15][CH2:16][O:17][CH:18]2[CH2:23][CH2:22][CH2:21][CH2:20][O:19]2)[CH:6]=1. The yield is 0.810. (8) The reactants are Br[C:2]1[S:6][CH:5]=[N:4][C:3]=1[C:7]([O:9]C)=O.Cl.N[C:13]1[C:18]([C:19]([O:21][CH3:22])=[O:20])=[CH:17][CH:16]=[CH:15][C:14]=1B(O)O.C([O-])(=O)C.[Na+].O.C[N:33](C=O)C. The catalyst is C1C=CC(P(C2C=CC=CC=2)[C-]2C=CC=C2)=CC=1.C1C=CC(P(C2C=CC=CC=2)[C-]2C=CC=C2)=CC=1.Cl[Pd]Cl.[Fe+2]. The product is [O:9]=[C:7]1[C:3]2[N:4]=[CH:5][S:6][C:2]=2[C:15]2[CH:16]=[CH:17][C:18]([C:19]([O:21][CH3:22])=[O:20])=[CH:13][C:14]=2[NH:33]1. The yield is 0.390. (9) The reactants are C[O:2][C:3]1[CH:8]=[CH:7][CH:6]=[CH:5][C:4]=1[S:9][CH2:10][CH2:11][CH2:12][CH2:13][CH2:14][CH2:15][CH2:16][C:17]([OH:19])=[O:18].B(Br)(Br)Br. The catalyst is C(Cl)Cl. The product is [OH:2][C:3]1[CH:8]=[CH:7][CH:6]=[CH:5][C:4]=1[S:9][CH2:10][CH2:11][CH2:12][CH2:13][CH2:14][CH2:15][CH2:16][C:17]([OH:19])=[O:18]. The yield is 0.620. (10) The reactants are [N+:1]([C:4]1[CH:5]=[N:6][CH:7]=[CH:8][C:9]=1[C:10]1[CH2:19][CH2:18][C:13]2(OCC[O:14]2)[CH2:12][CH:11]=1)([O-:3])=[O:2]. The catalyst is C(O)(C(F)(F)F)=O.C(Cl)Cl. The product is [N+:1]([C:4]1[CH:5]=[N:6][CH:7]=[CH:8][C:9]=1[C:10]1[CH2:19][CH2:18][C:13](=[O:14])[CH2:12][CH:11]=1)([O-:3])=[O:2]. The yield is 0.850.